Dataset: Reaction yield outcomes from USPTO patents with 853,638 reactions. Task: Predict the reaction yield, written as a fraction of the theoretical maximum amount of product (1.0 means a 100% yield; for example, 0.34 means a 34% yield). (1) The reactants are [CH3:1][CH:2]([CH3:5])[CH2:3][OH:4].F[C:7]1[CH:12]=[CH:11][CH:10]=[CH:9][C:8]=1[N+:13]([O-:15])=[O:14].[CH3:16][CH:17]([CH3:27])[CH2:18][O:19][C:20]1[CH:26]=[CH:25][CH:24]=[CH:23][C:21]=1[NH2:22].[NH2:28][C:29]1[S:30][CH:31]=[CH:32][N:33]=1. No catalyst specified. The product is [CH3:1][CH:2]([CH3:5])[CH2:3][O:4][C:7]1[CH:12]=[CH:11][CH:10]=[CH:9][C:8]=1[N+:13]([O-:15])=[O:14].[CH3:16][CH:17]([CH3:27])[CH2:18][O:19][C:20]1[CH:26]=[CH:25][CH:24]=[CH:23][C:21]=1[NH:22][C:3]([NH:28][C:29]1[S:30][CH:31]=[CH:32][N:33]=1)=[O:4]. The yield is 0.750. (2) The reactants are [CH2:1]([N:8]([CH2:21][C:22]1[CH:27]=[CH:26][CH:25]=[CH:24][CH:23]=1)[C:9]1[CH:10]=[C:11]2[C:16](=[C:17]([F:19])[CH:18]=1)[C:15](=O)[NH:14][CH:13]=[CH:12]2)[C:2]1[CH:7]=[CH:6][CH:5]=[CH:4][CH:3]=1.P(Cl)(Cl)([Cl:30])=O. No catalyst specified. The product is [Cl:30][C:15]1[C:16]2[C:11](=[CH:10][C:9]([N:8]([CH2:1][C:2]3[CH:7]=[CH:6][CH:5]=[CH:4][CH:3]=3)[CH2:21][C:22]3[CH:27]=[CH:26][CH:25]=[CH:24][CH:23]=3)=[CH:18][C:17]=2[F:19])[CH:12]=[CH:13][N:14]=1. The yield is 0.890. (3) The reactants are [CH3:1][S:2][C:3]1[C:4]([C:8]2[CH:9]=[N:10][CH:11]=[CH:12][CH:13]=2)=[N:5][NH:6][CH:7]=1.[F:14][C:15]([F:27])=[CH:16][CH2:17]CSSC[CH2:17][CH:16]=[C:15]([F:27])[F:14].BrC1C(C2C=NC=CC=2)=NNC=1. The catalyst is C(OCC)(=O)C. The product is [F:14][C:15]([F:27])=[CH:16][CH2:17][CH2:1][S:2][C:3]1[C:4]([C:8]2[CH:9]=[N:10][CH:11]=[CH:12][CH:13]=2)=[N:5][NH:6][CH:7]=1. The yield is 0.580.